From a dataset of Choline transporter screen with 302,306 compounds. Binary Classification. Given a drug SMILES string, predict its activity (active/inactive) in a high-throughput screening assay against a specified biological target. (1) The drug is O(C(=O)C1(CCN(CC1)Cc1[nH]c(nc1)C)CCOc1ccccc1)CC. The result is 0 (inactive). (2) The compound is s1c(C(=O)n2nc(nc2NCc2occc2)c2ccccc2)ccc1. The result is 0 (inactive).